Dataset: Full USPTO retrosynthesis dataset with 1.9M reactions from patents (1976-2016). Task: Predict the reactants needed to synthesize the given product. (1) The reactants are: [N:1]1[CH:6]=[CH:5][C:4](B(O)O)=[CH:3][CH:2]=1.C(=O)([O-])[O-].[K+].[K+].ClCCl.Br[C:20]1[CH:25]=[CH:24][C:23]([NH:26][C:27](=[O:36])[C:28]2[CH:33]=[C:32]([Cl:34])[CH:31]=[CH:30][C:29]=2[OH:35])=[CH:22][C:21]=1[F:37]. Given the product [Cl:34][C:32]1[CH:31]=[CH:30][C:29]([OH:35])=[C:28]([CH:33]=1)[C:27]([NH:26][C:23]1[CH:24]=[CH:25][C:20]([C:4]2[CH:5]=[CH:6][N:1]=[CH:2][CH:3]=2)=[C:21]([F:37])[CH:22]=1)=[O:36], predict the reactants needed to synthesize it. (2) Given the product [ClH:44].[NH2:8][C@@H:9]([C:11]1[CH:12]=[CH:13][C:14]([NH:17]/[C:18](=[C:25]2\[C:26](=[O:37])[NH:27][C:28]3[C:33]\2=[CH:32][C:31]([N+:34]([O-:36])=[O:35])=[CH:30][CH:29]=3)/[C:19]2[CH:24]=[CH:23][CH:22]=[CH:21][CH:20]=2)=[CH:15][CH:16]=1)[CH3:10], predict the reactants needed to synthesize it. The reactants are: C(OC([NH:8][C@@H:9]([C:11]1[CH:16]=[CH:15][C:14]([NH:17]/[C:18](=[C:25]2\[C:26](=[O:37])[NH:27][C:28]3[C:33]\2=[CH:32][C:31]([N+:34]([O-:36])=[O:35])=[CH:30][CH:29]=3)/[C:19]2[CH:24]=[CH:23][CH:22]=[CH:21][CH:20]=2)=[CH:13][CH:12]=1)[CH3:10])=O)(C)(C)C.C(OCC)(=O)C.[ClH:44]. (3) The reactants are: [O:1]1[C:3]2([CH2:8][CH2:7][N:6]([C:9]3[CH:14]=[CH:13][C:12]([N:15]4[CH2:19][C@H:18]([CH2:20][NH:21][C:22](=[O:24])[CH3:23])[O:17][C:16]4=[O:25])=[CH:11][CH:10]=3)[CH2:5][CH2:4]2)[CH2:2]1.[O-:26][CH2:27]C.[Na+]. Given the product [CH3:27][O:26][CH2:2][C:3]1([OH:1])[CH2:4][CH2:5][N:6]([C:9]2[CH:10]=[CH:11][C:12]([N:15]3[CH2:19][C@H:18]([CH2:20][NH:21][C:22](=[O:24])[CH3:23])[O:17][C:16]3=[O:25])=[CH:13][CH:14]=2)[CH2:7][CH2:8]1, predict the reactants needed to synthesize it. (4) Given the product [O:1]=[C:2]1[N:6]2[CH2:7][CH2:8][NH:9][CH2:10][C@@H:5]2[CH2:4][N:3]1[C:11]1([CH2:12][C:13]([OH:15])=[O:14])[CH2:21][CH2:20]1, predict the reactants needed to synthesize it. The reactants are: [O:1]=[C:2]1[N:6]2[CH2:7][CH2:8][NH:9][CH2:10][C@H:5]2[CH2:4][N:3]1[CH2:11][C:12](C)(C)[C:13]([OH:15])=[O:14].Cl.N[C:20]1(CC(OC)=O)C[CH2:21]1. (5) Given the product [CH3:14][O:13][C:10]1[CH:11]=[CH:12][C:7]([C:5]2[N:6]=[C:2]([N:23]3[CH2:28][CH2:27][NH:26][CH2:25][CH2:24]3)[O:3][C:4]=2[C:15]2[CH:20]=[CH:19][C:18]([O:21][CH3:22])=[CH:17][CH:16]=2)=[CH:8][CH:9]=1, predict the reactants needed to synthesize it. The reactants are: Cl[C:2]1[O:3][C:4]([C:15]2[CH:20]=[CH:19][C:18]([O:21][CH3:22])=[CH:17][CH:16]=2)=[C:5]([C:7]2[CH:12]=[CH:11][C:10]([O:13][CH3:14])=[CH:9][CH:8]=2)[N:6]=1.[NH:23]1[CH2:28][CH2:27][NH:26][CH2:25][CH2:24]1.C(=O)([O-])[O-].[Cs+].[Cs+].O. (6) Given the product [CH3:27][N:28]([CH3:38])[C:29]1[CH:34]=[CH:33][C:32]([C:2]2[N:11]=[C:10]([NH:12][CH2:13][CH:14]([C:21]3[CH:26]=[CH:25][CH:24]=[CH:23][CH:22]=3)[C:15]3[CH:16]=[N:17][CH:18]=[CH:19][CH:20]=3)[C:9]3[C:4](=[CH:5][CH:6]=[CH:7][CH:8]=3)[N:3]=2)=[CH:31][CH:30]=1, predict the reactants needed to synthesize it. The reactants are: Cl[C:2]1[N:11]=[C:10]([NH:12][CH2:13][CH:14]([C:21]2[CH:26]=[CH:25][CH:24]=[CH:23][CH:22]=2)[C:15]2[CH:16]=[N:17][CH:18]=[CH:19][CH:20]=2)[C:9]2[C:4](=[CH:5][CH:6]=[CH:7][CH:8]=2)[N:3]=1.[CH3:27][N:28]([CH3:38])[C:29]1[CH:34]=[CH:33][C:32](B(O)O)=[CH:31][CH:30]=1.CN(C)C1C=CC(C2N=C(NCC(C3C=CC=CC=3)C3NC=CC=3)C3C(=CC=CC=3)N=2)=CC=1.